Dataset: Full USPTO retrosynthesis dataset with 1.9M reactions from patents (1976-2016). Task: Predict the reactants needed to synthesize the given product. (1) Given the product [SH:23][C:22]1[N:21]([CH3:20])[C:8]([C:6]2[CH:5]=[CH:4][N:3]([CH2:12][O:13][CH2:14][CH2:15][Si:16]([CH3:19])([CH3:18])[CH3:17])[C:2](=[O:1])[CH:7]=2)=[N:10][N:11]=1, predict the reactants needed to synthesize it. The reactants are: [O:1]=[C:2]1[CH:7]=[C:6]([C:8]([NH:10][NH2:11])=O)[CH:5]=[CH:4][N:3]1[CH2:12][O:13][CH2:14][CH2:15][Si:16]([CH3:19])([CH3:18])[CH3:17].[CH3:20][N:21]=[C:22]=[S:23]. (2) Given the product [C:31]([O:30][C:28]([NH:27][C:9]([NH:10][CH2:11][CH2:12][CH2:13][CH2:14][C@@H:15]([NH:19][C:20]([O:22][C:23]([CH3:26])([CH3:25])[CH3:24])=[O:21])[C:16](=[O:17])[NH:35][CH2:36][CH2:37][CH2:38][CH2:39][C@@H:40]([NH:45][C:46]([O:48][C:49]([CH3:52])([CH3:51])[CH3:50])=[O:47])[C:41]([O:43][CH3:44])=[O:42])=[N:8][C:6](=[O:7])[O:5][C:1]([CH3:4])([CH3:3])[CH3:2])=[O:29])([CH3:32])([CH3:33])[CH3:34], predict the reactants needed to synthesize it. The reactants are: [C:1]([O:5][C:6]([N:8]=[C:9]([NH:27][C:28]([O:30][C:31]([CH3:34])([CH3:33])[CH3:32])=[O:29])[NH:10][CH2:11][CH2:12][CH2:13][CH2:14][C@@H:15]([NH:19][C:20]([O:22][C:23]([CH3:26])([CH3:25])[CH3:24])=[O:21])[C:16](O)=[O:17])=[O:7])([CH3:4])([CH3:3])[CH3:2].[NH2:35][CH2:36][CH2:37][CH2:38][CH2:39][C@@H:40]([NH:45][C:46]([O:48][C:49]([CH3:52])([CH3:51])[CH3:50])=[O:47])[C:41]([O:43][CH3:44])=[O:42].CN1CCOCC1.CCOC1N(C(OCC)=O)C2C(=CC=CC=2)C=C1.